From a dataset of Full USPTO retrosynthesis dataset with 1.9M reactions from patents (1976-2016). Predict the reactants needed to synthesize the given product. (1) Given the product [F:1][C:2]([F:7])([F:6])[C:3]([OH:5])=[O:4].[F:8][C:9]([F:14])([F:13])[C:10]([OH:12])=[O:11].[F:15][C:16]([F:21])([F:20])[C:17]([OH:19])=[O:18].[CH:57]([N:53]1[CH2:54][CH2:55][N:50]([C:41]2([C:38]3[CH:37]=[CH:36][C:35]([O:34][CH2:33][C:31]4[C:30]5[C:25](=[CH:26][CH:27]=[CH:28][CH:29]=5)[N:24]=[C:23]([CH3:22])[CH:32]=4)=[CH:40][CH:39]=3)[C:46](=[O:47])[NH:45][C:44](=[O:48])[NH:43][C:42]2=[O:49])[CH2:51][CH2:52]1)([CH3:59])[CH3:56], predict the reactants needed to synthesize it. The reactants are: [F:1][C:2]([F:7])([F:6])[C:3]([OH:5])=[O:4].[F:8][C:9]([F:14])([F:13])[C:10]([OH:12])=[O:11].[F:15][C:16]([F:21])([F:20])[C:17]([OH:19])=[O:18].[CH3:22][C:23]1[CH:32]=[C:31]([CH2:33][O:34][C:35]2[CH:40]=[CH:39][C:38]([C:41]3([N:50]4[CH2:55][CH2:54][NH:53][CH2:52][CH2:51]4)[C:46](=[O:47])[NH:45][C:44](=[O:48])[NH:43][C:42]3=[O:49])=[CH:37][CH:36]=2)[C:30]2[C:25](=[CH:26][CH:27]=[CH:28][CH:29]=2)[N:24]=1.[CH3:56][C:57]([CH3:59])=O. (2) Given the product [C:11]([O:10][C:8]([NH:7][CH2:1][CH:2]([OH:6])[C:3]([OH:5])=[O:4])=[O:9])([CH3:14])([CH3:13])[CH3:12], predict the reactants needed to synthesize it. The reactants are: [CH2:1]([NH2:7])[CH:2]([OH:6])[C:3]([OH:5])=[O:4].[C:8](O[C:8]([O:10][C:11]([CH3:14])([CH3:13])[CH3:12])=[O:9])([O:10][C:11]([CH3:14])([CH3:13])[CH3:12])=[O:9].[OH-].[Na+].Cl. (3) Given the product [Cl:14][C:8]1[CH:7]=[C:6]([CH3:11])[N:5]=[C:4]([CH:1]([CH3:3])[CH3:2])[N:9]=1, predict the reactants needed to synthesize it. The reactants are: [CH:1]([C:4]1[N:9]=[C:8](O)[CH:7]=[C:6]([CH3:11])[N:5]=1)([CH3:3])[CH3:2].P(Cl)(Cl)([Cl:14])=O.[OH-].[Na+]. (4) Given the product [O:14]1[CH2:15][CH2:16][CH:11]([C:3]2[NH:2][CH:1]=[C:25]([C:23]([O:22][CH3:21])=[O:24])[N:4]=2)[CH2:12][CH2:13]1, predict the reactants needed to synthesize it. The reactants are: [CH3:1][N:2]1C=C(C(F)(F)F)[N:4]=[C:3]1[CH:11]1[CH2:16][CH2:15][O:14][CH2:13][CH2:12]1.[OH-].[Na+].Cl.C[CH2:21][O:22][C:23]([CH3:25])=[O:24]. (5) Given the product [F:22][C:23]1[CH:30]=[CH:29][CH:28]=[C:27]([F:31])[C:24]=1[CH2:25][NH:26][CH2:19][C@@H:17]([OH:18])[CH2:16][O:15][C:12]1[CH:13]=[CH:14][C:9]([C:6]2[C:5]3[CH:20]=[CH:21][C:2]([F:1])=[CH:3][C:4]=3[O:8][N:7]=2)=[CH:10][CH:11]=1, predict the reactants needed to synthesize it. The reactants are: [F:1][C:2]1[CH:21]=[CH:20][C:5]2[C:6]([C:9]3[CH:14]=[CH:13][C:12]([O:15][CH2:16][C@H:17]4[CH2:19][O:18]4)=[CH:11][CH:10]=3)=[N:7][O:8][C:4]=2[CH:3]=1.[F:22][C:23]1[CH:30]=[CH:29][CH:28]=[C:27]([F:31])[C:24]=1[CH2:25][NH2:26].